From a dataset of Reaction yield outcomes from USPTO patents with 853,638 reactions. Predict the reaction yield, written as a fraction of the theoretical maximum amount of product (1.0 means a 100% yield; for example, 0.34 means a 34% yield). (1) The catalyst is CN1C(=O)CCC1. The reactants are CC(C)([O-])C.[K+].[F:7][C:8]1[CH:13]=[CH:12][CH:11]=[C:10]([F:14])[C:9]=1[N+:15]([O-:17])=[O:16].[C:18]([O:22][C:23](=[O:26])[CH2:24]Cl)([CH3:21])([CH3:20])[CH3:19]. The product is [F:7][C:8]1[CH:13]=[C:12]([CH2:24][C:23]([O:22][C:18]([CH3:21])([CH3:20])[CH3:19])=[O:26])[CH:11]=[C:10]([F:14])[C:9]=1[N+:15]([O-:17])=[O:16]. The yield is 0.530. (2) The reactants are Cl[CH2:2][CH2:3][CH2:4][O:5][C:6]1[CH:15]=[C:14]2[C:9]([C:10]([NH:16][C:17]3[CH:18]=[C:19]([S:29]([NH:32][CH3:33])(=[O:31])=[O:30])[CH:20]=[CH:21][C:22]=3[O:23][CH2:24][C:25]([F:28])([F:27])[F:26])=[N:11][CH:12]=[N:13]2)=[CH:8][CH:7]=1.[CH3:34][O-:35].[Na+].Cl. The catalyst is CO.C([O-])(O)=O.[Na+]. The product is [CH3:33][NH:32][S:29]([C:19]1[CH:20]=[CH:21][C:22]([O:23][CH2:24][C:25]([F:26])([F:27])[F:28])=[C:17]([NH:16][C:10]2[C:9]3[C:14](=[CH:15][C:6]([O:5][CH2:4][CH2:3][CH2:2][O:35][CH3:34])=[CH:7][CH:8]=3)[N:13]=[CH:12][N:11]=2)[CH:18]=1)(=[O:30])=[O:31]. The yield is 0.250.